This data is from Full USPTO retrosynthesis dataset with 1.9M reactions from patents (1976-2016). The task is: Predict the reactants needed to synthesize the given product. Given the product [F:9][C:10]1[CH:11]=[C:12]([CH:16]=[C:17]([I:1])[C:18]=1[CH3:19])[C:13]([OH:15])=[O:14], predict the reactants needed to synthesize it. The reactants are: [I:1]N1C(=O)CCC1=O.[F:9][C:10]1[CH:11]=[C:12]([CH:16]=[CH:17][C:18]=1[CH3:19])[C:13]([OH:15])=[O:14].